This data is from Forward reaction prediction with 1.9M reactions from USPTO patents (1976-2016). The task is: Predict the product of the given reaction. (1) The product is: [ClH:51].[C:39]1([CH:32]([C:33]2[CH:34]=[CH:35][CH:36]=[CH:37][CH:38]=2)[CH2:31][NH:30][C:9]2[N:8]=[C:7]([N:4]3[CH2:5][CH2:6][C@@H:2]([NH:1][C:45]([NH:61][CH2:62][C:63]4[CH:68]=[CH:67][CH:66]=[CH:65][N:64]=4)=[O:48])[CH2:3]3)[N:15]=[C:14]3[C:10]=2[N:11]=[CH:12][N:13]3[C@@H:16]2[CH2:20][C@H:19]([N:21]3[N:25]=[N:24][C:23]([CH2:26][CH3:27])=[N:22]3)[C@@H:18]([OH:28])[C@H:17]2[OH:29])[CH:44]=[CH:43][CH:42]=[CH:41][CH:40]=1. Given the reactants [NH2:1][C@@H:2]1[CH2:6][CH2:5][N:4]([C:7]2[N:15]=[C:14]3[C:10]([N:11]=[CH:12][N:13]3[C@@H:16]3[CH2:20][C@H:19]([N:21]4[N:25]=[N:24][C:23]([CH2:26][CH3:27])=[N:22]4)[C@@H:18]([OH:28])[C@H:17]3[OH:29])=[C:9]([NH:30][CH2:31][CH:32]([C:39]3[CH:44]=[CH:43][CH:42]=[CH:41][CH:40]=3)[C:33]3[CH:38]=[CH:37][CH:36]=[CH:35][CH:34]=3)[N:8]=2)[CH2:3]1.[C:45](=[O:48])([O-])[O-].[K+].[K+].[Cl:51]C(OC1C=CC=CC=1)=O.[NH2:61][CH2:62][C:63]1[CH:68]=[CH:67][CH:66]=[CH:65][N:64]=1, predict the reaction product. (2) Given the reactants [Br:1][C:2]1[CH:3]=[CH:4][C:5]([Cl:11])=[C:6]([CH:10]=1)[C:7]([OH:9])=O.[C:12](Cl)(=O)[C:13](Cl)=O.[Al+3].[Cl-].[Cl-].[Cl-].Cl.[OH-].[Na+], predict the reaction product. The product is: [Br:1][C:2]1[CH:3]=[CH:4][C:5]([Cl:11])=[C:6]([C:7]([C:2]2[CH:3]=[CH:4][C:12]([CH3:13])=[CH:6][CH:10]=2)=[O:9])[CH:10]=1.